This data is from Full USPTO retrosynthesis dataset with 1.9M reactions from patents (1976-2016). The task is: Predict the reactants needed to synthesize the given product. The reactants are: [F:1][CH:2]([F:24])[O:3][C:4]1[CH:9]=[CH:8][C:7]([N:10]2[CH:15]=[CH:14][C:13](=[O:16])[C:12]([C:17](=O)/[CH:18]=[CH:19]/[N:20](C)C)=[N:11]2)=[CH:6][CH:5]=1.[F:25][C:26]1[CH:27]=[C:28]([NH:32]N)[CH:29]=[CH:30][CH:31]=1.N([O-])=O.[Na+].[Sn](Cl)Cl. Given the product [F:1][CH:2]([F:24])[O:3][C:4]1[CH:9]=[CH:8][C:7]([N:10]2[CH:15]=[CH:14][C:13](=[O:16])[C:12]([C:17]3[N:32]([C:28]4[CH:29]=[CH:30][CH:31]=[C:26]([F:25])[CH:27]=4)[N:20]=[CH:19][CH:18]=3)=[N:11]2)=[CH:6][CH:5]=1, predict the reactants needed to synthesize it.